Dataset: Peptide-MHC class I binding affinity with 185,985 pairs from IEDB/IMGT. Task: Regression. Given a peptide amino acid sequence and an MHC pseudo amino acid sequence, predict their binding affinity value. This is MHC class I binding data. The peptide sequence is NTQGYFPDWQ. The MHC is HLA-A33:01 with pseudo-sequence HLA-A33:01. The binding affinity (normalized) is 0.